This data is from Full USPTO retrosynthesis dataset with 1.9M reactions from patents (1976-2016). The task is: Predict the reactants needed to synthesize the given product. (1) The reactants are: [Na+].[F:2][C:3]1[CH:4]=[C:5]([CH:37]=[CH:38][CH:39]=1)[CH2:6][N:7]([CH3:36])[C:8]([C:10]1[C:11]([CH:33]([CH3:35])[CH3:34])=[C:12]([CH2:22][CH2:23][CH:24]([OH:32])[CH2:25][CH:26]([OH:31])[CH2:27][C:28]([O-:30])=O)[N:13]([C:15]2[CH:20]=[CH:19][C:18]([F:21])=[CH:17][CH:16]=2)[N:14]=1)=[O:9].C(O)(C(F)(F)F)=O. Given the product [F:2][C:3]1[CH:4]=[C:5]([CH:37]=[CH:38][CH:39]=1)[CH2:6][N:7]([CH3:36])[C:8]([C:10]1[C:11]([CH:33]([CH3:35])[CH3:34])=[C:12]([CH2:22][CH2:23][CH:24]2[CH2:25][CH:26]([OH:31])[CH2:27][C:28](=[O:30])[O:32]2)[N:13]([C:15]2[CH:20]=[CH:19][C:18]([F:21])=[CH:17][CH:16]=2)[N:14]=1)=[O:9], predict the reactants needed to synthesize it. (2) Given the product [CH:28]1([NH:27][C:25]([C:10]2[N:11]=[N:12][N:13]([C:14]3[CH:19]=[CH:18][C:17]([C:20]([NH:22][CH2:23][CH3:24])=[O:21])=[CH:16][CH:15]=3)[C:9]=2[CH2:8][CH2:7][CH2:6][O:5][CH2:39][CH:38]([F:41])[F:37])=[O:26])[CH2:30][CH2:29]1, predict the reactants needed to synthesize it. The reactants are: CS([O:5][CH2:6][CH2:7][CH2:8][C:9]1[N:13]([C:14]2[CH:19]=[CH:18][C:17]([C:20]([NH:22][CH2:23][CH3:24])=[O:21])=[CH:16][CH:15]=2)[N:12]=[N:11][C:10]=1[C:25]([NH:27][CH:28]1[CH2:30][CH2:29]1)=[O:26])(=O)=O.C(=O)([O-])[O-].[K+].[K+].[F:37][CH:38]([F:41])[CH2:39]O. (3) Given the product [F:1][C:2]([F:22])([F:23])[C:3]1[CH:21]=[CH:20][C:6]([CH2:7][O:8][N:9]=[C:10]([C:13]2[CH:18]=[CH:17][C:16]([NH:19][CH2:35][C:33]([O:32][CH2:31][CH3:30])=[O:34])=[CH:15][CH:14]=2)[CH2:11][CH3:12])=[CH:5][CH:4]=1, predict the reactants needed to synthesize it. The reactants are: [F:1][C:2]([F:23])([F:22])[C:3]1[CH:21]=[CH:20][C:6]([CH2:7][O:8][N:9]=[C:10]([C:13]2[CH:18]=[CH:17][C:16]([NH2:19])=[CH:15][CH:14]=2)[CH2:11][CH3:12])=[CH:5][CH:4]=1.C(=O)([O-])[O-].[K+].[K+].[CH3:30][CH2:31][O:32][C:33]([CH2:35]Br)=[O:34]. (4) Given the product [CH3:36][N:37]([CH3:38])[CH2:7][CH2:8][CH2:9][S:10]([N:13]1[CH2:18][CH2:17][CH:16]([C:19]2[C:27]3[C:22](=[C:23]([C:33]([NH2:35])=[O:34])[CH:24]=[C:25]([C:28]4[CH:32]=[CH:31][S:30][CH:29]=4)[CH:26]=3)[NH:21][CH:20]=2)[CH2:15][CH2:14]1)(=[O:12])=[O:11], predict the reactants needed to synthesize it. The reactants are: NS(N)(=O)=O.Cl[CH2:7][CH2:8][CH2:9][S:10]([N:13]1[CH2:18][CH2:17][CH:16]([C:19]2[C:27]3[C:22](=[C:23]([C:33]([NH2:35])=[O:34])[CH:24]=[C:25]([C:28]4[CH:32]=[CH:31][S:30][CH:29]=4)[CH:26]=3)[NH:21][CH:20]=2)[CH2:15][CH2:14]1)(=[O:12])=[O:11].[CH3:36][NH:37][CH3:38].C1COCC1.C([O-])([O-])=O.[K+].[K+].[Na+].[I-]. (5) Given the product [O:23]=[C:24]1[CH2:28][CH2:27][CH2:26][CH:25]1[NH:29][C:30](=[O:36])[O:31][C:32]([CH3:34])([CH3:33])[CH3:35], predict the reactants needed to synthesize it. The reactants are: CC(OI1(OC(C)=O)(OC(C)=O)OC(=O)C2C=CC=CC1=2)=O.[OH:23][C@@H:24]1[CH2:28][CH2:27][CH2:26][C@H:25]1[NH:29][C:30](=[O:36])[O:31][C:32]([CH3:35])([CH3:34])[CH3:33]. (6) Given the product [ClH:16].[CH2:1]([O:3][C:4]1[CH:11]=[C:10]([C:12]([F:13])([F:14])[F:15])[CH:9]=[CH:8][C:5]=1[C:6](=[NH:7])[O:19][CH2:17][CH3:18])[CH3:2], predict the reactants needed to synthesize it. The reactants are: [CH2:1]([O:3][C:4]1[CH:11]=[C:10]([C:12]([F:15])([F:14])[F:13])[CH:9]=[CH:8][C:5]=1[C:6]#[N:7])[CH3:2].[ClH:16].[CH2:17]([OH:19])[CH3:18].